From a dataset of Catalyst prediction with 721,799 reactions and 888 catalyst types from USPTO. Predict which catalyst facilitates the given reaction. (1) Reactant: C(OC([N:11]1[CH2:15][C@@H:14]([F:16])[C@@H:13]([C:17](=[O:40])[NH:18][C:19]2[CH:24]=[C:23]([C:25]3[CH:30]=[N:29][CH:28]=[C:27]([NH:31][CH2:32][CH:33]4[CH2:38][CH2:37][O:36][CH2:35][CH2:34]4)[N:26]=3)[C:22]([Cl:39])=[CH:21][N:20]=2)[CH2:12]1)=O)C1C=CC=CC=1. Product: [Cl:39][C:22]1[C:23]([C:25]2[CH:30]=[N:29][CH:28]=[C:27]([NH:31][CH2:32][CH:33]3[CH2:34][CH2:35][O:36][CH2:37][CH2:38]3)[N:26]=2)=[CH:24][C:19]([NH:18][C:17]([C@@H:13]2[C@H:14]([F:16])[CH2:15][NH:11][CH2:12]2)=[O:40])=[N:20][CH:21]=1. The catalyst class is: 19. (2) Reactant: [CH2:1]1[CH2:5][O:4][C:3]2[CH:6]=[CH:7][C:8]3[CH2:9][CH2:10][C@@H:11]([CH2:13][C:14]([NH2:16])=O)[C:12]=3[C:2]1=2.O=P(Cl)(Cl)Cl. Product: [CH2:1]1[CH2:5][O:4][C:3]2[CH:6]=[CH:7][C:8]3[CH2:9][CH2:10][C@@H:11]([CH2:13][C:14]#[N:16])[C:12]=3[C:2]1=2. The catalyst class is: 11. (3) Reactant: C[O:2][C:3]1[CH:15]=[CH:14][C:6]([O:7][CH2:8][C:9]([O:11][CH2:12][CH3:13])=[O:10])=[C:5]([N+:16]([O-:18])=[O:17])[CH:4]=1.[Cl-].[Al+3].[Cl-].[Cl-]. Product: [OH:2][C:3]1[CH:15]=[CH:14][C:6]([O:7][CH2:8][C:9]([O:11][CH2:12][CH3:13])=[O:10])=[C:5]([N+:16]([O-:18])=[O:17])[CH:4]=1. The catalyst class is: 4. (4) Reactant: [N+:1]([CH2:3][C:4]([O:6][CH3:7])=[O:5])#[C-:2].[C:8]1([C:14]2[CH:22]=[CH:21][C:17]([C:18](Cl)=[O:19])=[CH:16][CH:15]=2)[CH:13]=[CH:12][CH:11]=[CH:10][CH:9]=1.C(N(CC)CC)C. Product: [CH3:7][O:6][C:4]([C:3]1[N:1]=[CH:2][O:19][C:18]=1[C:17]1[CH:21]=[CH:22][C:14]([C:8]2[CH:9]=[CH:10][CH:11]=[CH:12][CH:13]=2)=[CH:15][CH:16]=1)=[O:5]. The catalyst class is: 1. (5) Reactant: [NH2:1][C:2]1[C:10]([N+:11]([O-:13])=[O:12])=[CH:9][C:5]([C:6]([OH:8])=O)=[C:4]([C:14]([O:16]C)=O)[C:3]=1[CH3:18].CCN=C=NCCCN(C)C.Cl.C1C=CC2N(O)N=NC=2C=1.[CH3:41][N:42]([CH3:46])[CH2:43][CH2:44][NH2:45]. Product: [NH2:1][C:2]1[C:3]([CH3:18])=[C:4]2[C:5](=[CH:9][C:10]=1[N+:11]([O-:13])=[O:12])[C:6](=[O:8])[N:45]([CH2:44][CH2:43][N:42]([CH3:46])[CH3:41])[C:14]2=[O:16]. The catalyst class is: 531.